This data is from Catalyst prediction with 721,799 reactions and 888 catalyst types from USPTO. The task is: Predict which catalyst facilitates the given reaction. (1) Reactant: [CH:1]1[CH:6]=[CH:5][C:4]([C:7]2[C:12]([N:13]=[C:14]=[O:15])=[CH:11][CH:10]=[CH:9][CH:8]=2)=[CH:3][CH:2]=1.[C:16]([C:20]1[CH:27]=[CH:26][C:23]([CH2:24][NH2:25])=[CH:22][CH:21]=1)([CH3:19])([CH3:18])[CH3:17].[C:28](Cl)(=[O:33])[CH2:29][C:30](Cl)=[O:31]. Product: [C:7]1([C:4]2[CH:3]=[CH:2][CH:1]=[CH:6][CH:5]=2)[CH:8]=[CH:9][CH:10]=[CH:11][C:12]=1[N:13]1[C:30](=[O:31])[CH2:29][C:28](=[O:33])[N:25]([CH2:24][C:23]2[CH:22]=[CH:21][C:20]([C:16]([CH3:19])([CH3:17])[CH3:18])=[CH:27][CH:26]=2)[C:14]1=[O:15]. The catalyst class is: 4. (2) Reactant: [Cl:1][C:2]1[C:10]2[N:9]=[C:8]([NH:11][C:12]3[CH:17]=[C:16]([Cl:18])[CH:15]=[C:14]([Cl:19])[CH:13]=3)[N:7]([CH2:20][CH2:21][CH2:22][CH2:23]O)[C:6]=2[C:5]([CH:25]([CH2:28][CH3:29])[CH2:26][CH3:27])=[CH:4][CH:3]=1.CS(Cl)(=O)=O.C(=O)(O)[O-].[Na+].C(=O)([O-])[O-].[K+].[K+]. Product: [Cl:1][C:2]1[C:10]2[N:9]=[C:8]3[N:11]([C:12]4[CH:17]=[C:16]([Cl:18])[CH:15]=[C:14]([Cl:19])[CH:13]=4)[CH2:23][CH2:22][CH2:21][CH2:20][N:7]3[C:6]=2[C:5]([CH:25]([CH2:28][CH3:29])[CH2:26][CH3:27])=[CH:4][CH:3]=1. The catalyst class is: 228. (3) Reactant: [CH:1]([P:3](=[O:17])([CH:15]=[CH2:16])[C:4]1[CH:9]=[CH:8][C:7]([N+:10]([O-:12])=[O:11])=[C:6]([O:13][CH3:14])[CH:5]=1)=[CH2:2].[C:18]([O:26][CH2:27][CH3:28])(=[O:25])[CH2:19][C:20]([O:22][CH2:23][CH3:24])=[O:21].C(=O)([O-])[O-].[K+].[K+].Cl. Product: [CH3:14][O:13][C:6]1[CH:5]=[C:4]([P:3]2(=[O:17])[CH2:15][CH2:16][C:19]([C:20]([O:22][CH2:23][CH3:24])=[O:21])([C:18]([O:26][CH2:27][CH3:28])=[O:25])[CH2:2][CH2:1]2)[CH:9]=[CH:8][C:7]=1[N+:10]([O-:12])=[O:11]. The catalyst class is: 16. (4) Reactant: [SH:1][C:2]1[CH:11]=[C:10]2[C:5]([CH2:6][CH2:7][CH:8]([C:12]([O:14][CH2:15][CH3:16])=[O:13])[O:9]2)=[CH:4][CH:3]=1.CI.[C:19]([O-])([O-])=O.[K+].[K+]. Product: [CH3:19][S:1][C:2]1[CH:11]=[C:10]2[C:5]([CH2:6][CH2:7][CH:8]([C:12]([O:14][CH2:15][CH3:16])=[O:13])[O:9]2)=[CH:4][CH:3]=1. The catalyst class is: 10. (5) Reactant: [Br:1][C:2]1[CH:3]=[CH:4][C:5]([O:10][CH:11]([F:13])[F:12])=[C:6]([CH:9]=1)[CH:7]=[O:8].[CH2:14](O)[CH2:15][OH:16].CC1C=CC(S(O)(=O)=O)=CC=1.O. Product: [Br:1][C:2]1[CH:3]=[CH:4][C:5]([O:10][CH:11]([F:12])[F:13])=[C:6]([CH:7]2[O:16][CH2:15][CH2:14][O:8]2)[CH:9]=1. The catalyst class is: 11. (6) Reactant: [CH3:1][C:2]1[CH:3]=[N:4][N:5]([C:7]2[C:8](=[O:33])[NH:9][C:10](=[O:32])[N:11]([CH2:13][CH2:14][CH2:15][N:16]3[CH2:21][C@H:20]4[C@:18]([C:22]5[CH:27]=[CH:26][C:25]([C:28]([F:31])([F:30])[F:29])=[CH:24][CH:23]=5)([CH2:19]4)[CH2:17]3)[CH:12]=2)[CH:6]=1.[ClH:34]. Product: [ClH:34].[ClH:34].[CH3:1][C:2]1[CH:3]=[N:4][N:5]([C:7]2[C:8](=[O:33])[NH:9][C:10](=[O:32])[N:11]([CH2:13][CH2:14][CH2:15][N:16]3[CH2:21][C@H:20]4[C@:18]([C:22]5[CH:27]=[CH:26][C:25]([C:28]([F:31])([F:30])[F:29])=[CH:24][CH:23]=5)([CH2:19]4)[CH2:17]3)[CH:12]=2)[CH:6]=1. The catalyst class is: 27. (7) Product: [NH2:32][C:15]1[C:14]2[C:18](=[CH:19][CH:20]=[C:12]([C:10]3[O:11][C:5]([CH3:6])=[N:8][N:9]=3)[CH:13]=2)[NH:17][C:16]=1[C:21]1[C:30](=[O:31])[NH:29][C:28]2[C:23]([N:22]=1)=[CH:24][CH:25]=[CH:26][CH:27]=2. The catalyst class is: 522. Reactant: C(=O)(O)N.[C:5]([NH:8][NH:9][C:10]([C:12]1[CH:13]=[C:14]2[C:18](=[CH:19][CH:20]=1)[NH:17][C:16]([C:21]1[C:30](=[O:31])[NH:29][C:28]3[C:23](=[CH:24][CH:25]=[CH:26][CH:27]=3)[N:22]=1)=[C:15]2[N+:32]([O-])=O)=[O:11])(=O)[CH3:6].CN(C=O)C.C1C=CC=CC=1.O=P12OP3(OP(OP(O3)(O1)=O)(=O)O2)=O.